From a dataset of Forward reaction prediction with 1.9M reactions from USPTO patents (1976-2016). Predict the product of the given reaction. Given the reactants N.C1N=CN([C:7](N2C=NC=C2)=[O:8])C=1.CN(C(ON1N=NC2C=CC=NC1=2)=[N+](C)C)C.F[P-](F)(F)(F)(F)F.C(OC(Cl)=O)C(C)C.B1(B2OC(C)(C)C(C)(C)O2)OC(C)(C)C(C)(C)O1.[F:64][C:65]([CH3:72])([CH3:71])[CH2:66][C@@H:67]([CH2:69][OH:70])[NH2:68].CC(=C)C[C@H]1COC(=O)N1, predict the reaction product. The product is: [F:64][C:65]([CH3:72])([CH3:71])[CH2:66][C@H:67]1[CH2:69][O:70][C:7](=[O:8])[NH:68]1.